Dataset: Reaction yield outcomes from USPTO patents with 853,638 reactions. Task: Predict the reaction yield, written as a fraction of the theoretical maximum amount of product (1.0 means a 100% yield; for example, 0.34 means a 34% yield). (1) The reactants are [CH3:1][O:2][C:3]1[CH:8]=[CH:7][CH:6]=[C:5]([NH2:9])[CH:4]=1.CCN([CH2:15][CH3:16])CC.C([CH:19]([CH2:23][C:24](Cl)=[O:25])[C:20](Cl)=[O:21])C.C1C[O:30]CC1. The catalyst is O.CCOC(C)=O. The product is [CH3:1][O:2][C:3]1[CH:4]=[C:5]([NH:9][C:24](=[O:25])[CH2:23][CH2:19][C:20]([O:21][CH2:15][CH3:16])=[O:30])[CH:6]=[CH:7][CH:8]=1. The yield is 0.860. (2) The yield is 0.120. The reactants are Cl.[Cl:2][C:3]1[CH:4]=[C:5]2[C:9](=[CH:10][CH:11]=1)[NH:8][CH:7]=[C:6]2[CH2:12][CH2:13][NH2:14].[F:15][C:16]1[CH:30]=[CH:29][C:28]([F:31])=[CH:27][C:17]=1[CH2:18][C:19]1[O:23][N:22]=[C:21]([C:24](O)=[O:25])[N:20]=1.CN(C(ON1N=NC2C=CC=NC1=2)=[N+](C)C)C.F[P-](F)(F)(F)(F)F.C(N(CC)C(C)C)(C)C. The catalyst is CN(C=O)C. The product is [Cl:2][C:3]1[CH:4]=[C:5]2[C:9](=[CH:10][CH:11]=1)[NH:8][CH:7]=[C:6]2[CH2:12][CH2:13][NH:14][C:24]([C:21]1[N:20]=[C:19]([CH2:18][C:17]2[CH:27]=[C:28]([F:31])[CH:29]=[CH:30][C:16]=2[F:15])[O:23][N:22]=1)=[O:25]. (3) The reactants are [Cl:1][C:2]1[CH:7]=[CH:6][N:5]=[C:4]([OH:8])[CH:3]=1.Br[C:10]1[S:11][C:12]([C:16]([O:18][CH2:19][CH3:20])=[O:17])=[C:13]([CH3:15])[N:14]=1.C(=O)([O-])[O-].[K+].[K+].CN[C@@H]1CCCC[C@H]1NC. The catalyst is CN(C=O)C.C(OCC)(=O)C.[Cu]I. The product is [Cl:1][C:2]1[CH:7]=[CH:6][N:5]([C:10]2[S:11][C:12]([C:16]([O:18][CH2:19][CH3:20])=[O:17])=[C:13]([CH3:15])[N:14]=2)[C:4](=[O:8])[CH:3]=1. The yield is 0.00300. (4) The reactants are [N:1]1([CH:6]2[CH2:15][CH2:14][C:13]([CH3:17])([CH3:16])[C:12]3[CH:11]=[C:10]([C:18]#[C:19][C:20]4[CH:28]=[CH:27][C:23]([C:24]([O-:26])=[O:25])=[CH:22][CH:21]=4)[CH:9]=[CH:8][C:7]2=3)[CH:5]=[CH:4][N:3]=[CH:2]1.[OH-].[Na+]. The catalyst is C(O)C.O1CCCC1. The product is [N:1]1([CH:6]2[CH2:15][CH2:14][C:13]([CH3:17])([CH3:16])[C:12]3[CH:11]=[C:10]([C:18]#[C:19][C:20]4[CH:21]=[CH:22][C:23]([C:24]([OH:26])=[O:25])=[CH:27][CH:28]=4)[CH:9]=[CH:8][C:7]2=3)[CH:5]=[CH:4][N:3]=[CH:2]1. The yield is 0.870. (5) The yield is 0.770. The catalyst is Cl. The product is [ClH:17].[N:1]1[C:10]2[C:5](=[CH:6][C:7]([NH:11][NH2:12])=[CH:8][CH:9]=2)[CH:4]=[CH:3][CH:2]=1. The reactants are [N:1]1[C:10]2[C:5](=[CH:6][C:7]([NH2:11])=[CH:8][CH:9]=2)[CH:4]=[CH:3][CH:2]=1.[N:12]([O-])=O.[Na+].S(Cl)[Cl:17].O.O.